Predict the product of the given reaction. From a dataset of Forward reaction prediction with 1.9M reactions from USPTO patents (1976-2016). (1) Given the reactants O[CH2:2][CH:3]1[CH2:8][CH2:7][CH2:6][N:5]([C:9]2[CH:14]=[CH:13][CH:12]=[CH:11][C:10]=2[CH2:15][CH2:16][C:17]([O:19][CH3:20])=[O:18])[CH2:4]1.[C:21]1(=[O:31])[NH:25][C:24](=[O:26])[C:23]2=[CH:27][CH:28]=[CH:29][CH:30]=[C:22]12, predict the reaction product. The product is: [CH3:20][O:19][C:17]([CH2:16][CH2:15][C:10]1[CH:11]=[CH:12][CH:13]=[CH:14][C:9]=1[N:5]1[CH2:6][CH2:7][CH2:8][CH:3]([CH2:2][N:25]2[C:24](=[O:26])[C:23]3=[CH:27][CH:28]=[CH:29][CH:30]=[C:22]3[C:21]2=[O:31])[CH2:4]1)=[O:18]. (2) Given the reactants C(OC(=O)[NH:7][C:8]([CH3:40])([C:10]1[CH:15]=[CH:14][C:13]([C:16]([NH:27][C:28]2[CH:33]=[CH:32][C:31]([C:34]3[N:35]=[CH:36][N:37]([CH3:39])[CH:38]=3)=[CH:30][CH:29]=2)=[C:17]2[C:21]3[CH:22]=[CH:23][CH:24]=[CH:25][C:20]=3[O:19][C:18]2=[O:26])=[CH:12][CH:11]=1)[CH3:9])(C)(C)C.Cl, predict the reaction product. The product is: [NH2:7][C:8]([C:10]1[CH:15]=[CH:14][C:13]([C:16]([NH:27][C:28]2[CH:33]=[CH:32][C:31]([C:34]3[N:35]=[CH:36][N:37]([CH3:39])[CH:38]=3)=[CH:30][CH:29]=2)=[C:17]2[C:21]3[CH:22]=[CH:23][CH:24]=[CH:25][C:20]=3[O:19][C:18]2=[O:26])=[CH:12][CH:11]=1)([CH3:40])[CH3:9]. (3) The product is: [CH:38]1([NH:37][C:36]([C:22]2[CH:23]=[N:24][N:25]([C:26]3[CH:27]=[C:28]([CH:33]=[CH:34][CH:35]=3)[C:29]([O:31][CH3:32])=[O:30])[C:21]=2[S:4][CH2:1][CH2:2][CH3:3])=[O:44])[CH2:43][CH2:42][CH2:41][CH2:40][CH2:39]1. Given the reactants [CH2:1]([SH:4])[CH2:2][CH3:3].C[Si]([N-][Si](C)(C)C)(C)C.[Na+].C1COCC1.Cl[C:21]1[N:25]([C:26]2[CH:27]=[C:28]([CH:33]=[CH:34][CH:35]=2)[C:29]([O:31][CH3:32])=[O:30])[N:24]=[CH:23][C:22]=1[C:36](=[O:44])[NH:37][CH:38]1[CH2:43][CH2:42][CH2:41][CH2:40][CH2:39]1, predict the reaction product. (4) Given the reactants C(OC[N:10]1[N:14]=[N:13][C:12]([C:15]2[CH:16]=[C:17]([CH:44]=[CH:45][CH:46]=2)[C:18]([NH:20][C@@H:21]2[CH2:25][CH2:24][CH2:23][C@@H:22]2[C:26]([N:28]2[CH2:33][CH2:32][C@@:31]([C:35]3[CH:40]=[CH:39][C:38]([Cl:41])=[CH:37][CH:36]=3)([OH:34])[C:30]([CH3:43])([CH3:42])[CH2:29]2)=[O:27])=[O:19])=[N:11]1)C1C=CC=CC=1.C(O)C1C=CC=CC=1, predict the reaction product. The product is: [Cl:41][C:38]1[CH:37]=[CH:36][C:35]([C@@:31]2([OH:34])[CH2:32][CH2:33][N:28]([C:26]([C@H:22]3[CH2:23][CH2:24][CH2:25][C@H:21]3[NH:20][C:18](=[O:19])[C:17]3[CH:44]=[CH:45][CH:46]=[C:15]([C:12]4[N:11]=[N:10][NH:14][N:13]=4)[CH:16]=3)=[O:27])[CH2:29][C:30]2([CH3:42])[CH3:43])=[CH:40][CH:39]=1. (5) Given the reactants [F:1][C:2]1[C:3]([F:12])=[CH:4][C:5]2[S:9][C:8]([NH2:10])=[N:7][C:6]=2[CH:11]=1.[F:13][C:14]([F:29])([F:28])[C:15]1[CH:16]=[C:17]([CH:21]=[C:22]([C:24]([F:27])([F:26])[F:25])[CH:23]=1)[C:18](Cl)=[O:19].Br[CH:31]([CH2:36][CH3:37])[C:32]([O:34]C)=[O:33].COC1C=CC2N=C(N)SC=2C=1.ClC1C=C(C=CC=1)C(Cl)=O.BrCC(OCC)=O, predict the reaction product. The product is: [F:13][C:14]([F:29])([F:28])[C:15]1[CH:16]=[C:17]([CH:21]=[C:22]([C:24]([F:27])([F:26])[F:25])[CH:23]=1)[C:18]([N:10]=[C:8]1[N:7]([CH:31]([CH2:36][CH3:37])[C:32]([OH:34])=[O:33])[C:6]2[CH:11]=[C:2]([F:1])[C:3]([F:12])=[CH:4][C:5]=2[S:9]1)=[O:19]. (6) Given the reactants [F:1][C:2]1[CH:7]=[CH:6][C:5]([C:8]2[N:9]=[CH:10][NH:11][CH:12]=2)=[CH:4][CH:3]=1.[H-].[Na+].[CH3:15][Si:16]([CH2:19][CH2:20][O:21][CH2:22]Cl)([CH3:18])[CH3:17], predict the reaction product. The product is: [F:1][C:2]1[CH:3]=[CH:4][C:5]([C:8]2[N:9]=[CH:10][N:11]([CH2:22][O:21][CH2:20][CH2:19][Si:16]([CH3:18])([CH3:17])[CH3:15])[CH:12]=2)=[CH:6][CH:7]=1. (7) The product is: [CH2:1]([O:8][C:9]([N:11]1[CH2:16][C@H:15]([C:17]2[N:21]3[CH:22]=[CH:23][N:24]=[C:25]([Cl:26])[C:20]3=[C:19]([Br:30])[N:18]=2)[CH2:14][CH2:13][C@H:12]1[CH2:27][O:28][CH3:29])=[O:10])[C:2]1[CH:3]=[CH:4][CH:5]=[CH:6][CH:7]=1. Given the reactants [CH2:1]([O:8][C:9]([N:11]1[CH2:16][C@H:15]([C:17]2[N:21]3[CH:22]=[CH:23][N:24]=[C:25]([Cl:26])[C:20]3=[CH:19][N:18]=2)[CH2:14][CH2:13][C@H:12]1[CH2:27][O:28][CH3:29])=[O:10])[C:2]1[CH:7]=[CH:6][CH:5]=[CH:4][CH:3]=1.[Br:30]N1C(=O)CCC1=O, predict the reaction product. (8) Given the reactants [C:1]([O:5][C:6](=[O:20])[CH2:7][CH:8](P(OCC)(OCC)=O)[C:9]([OH:11])=[O:10])([CH3:4])([CH3:3])[CH3:2].CC(C)([O-])C.[K+].[CH:27](=O)[CH2:28][CH2:29][C:30]1[CH:35]=[CH:34][CH:33]=[CH:32][CH:31]=1.C(O)(=O)CC(CC(O)=O)(C(O)=O)O.[OH-].[Na+], predict the reaction product. The product is: [C:1]([O:5][C:6](=[O:20])[CH2:7]/[C:8](=[CH:27]\[CH2:28][CH2:29][C:30]1[CH:35]=[CH:34][CH:33]=[CH:32][CH:31]=1)/[C:9]([OH:11])=[O:10])([CH3:2])([CH3:3])[CH3:4]. (9) The product is: [CH3:35][N:34]([CH3:36])[CH2:33][CH2:32][NH:31][C:30]([C:25]1[C:24]2[O:23][C:22]3[C:17](=[CH:18][CH:19]=[CH:20][CH:21]=3)[C:16](=[C:11]3[CH2:10][CH:9]4[NH:8][CH:13]([CH2:14][CH2:15]4)[CH2:12]3)[C:29]=2[CH:28]=[CH:27][CH:26]=1)=[O:37].[C:40]([OH:42])([C:39]([F:44])([F:43])[F:38])=[O:41]. Given the reactants C(OC([N:8]1[CH:13]2[CH2:14][CH2:15][CH:9]1[CH2:10][C:11](=[C:16]1[C:29]3[CH:28]=[CH:27][CH:26]=[C:25]([C:30](=[O:37])[NH:31][CH2:32][CH2:33][N:34]([CH3:36])[CH3:35])[C:24]=3[O:23][C:22]3[C:17]1=[CH:18][CH:19]=[CH:20][CH:21]=3)[CH2:12]2)=O)(C)(C)C.[F:38][C:39]([F:44])([F:43])[C:40]([OH:42])=[O:41], predict the reaction product. (10) The product is: [Cl:40][C:19]1[C:20]([NH:22][C:23]2[C:28]([O:29][CH2:30][CH2:31][OH:32])=[CH:27][CH:26]=[CH:25][C:24]=2[F:39])=[N:21][C:16]([NH:1][C:2]2[CH:3]=[CH:4][C:5]3[N:11]([CH3:12])[C:10](=[O:13])[O:9][CH2:8][CH2:7][C:6]=3[CH:14]=2)=[N:17][CH:18]=1. Given the reactants [NH2:1][C:2]1[CH:3]=[CH:4][C:5]2[N:11]([CH3:12])[C:10](=[O:13])[O:9][CH2:8][CH2:7][C:6]=2[CH:14]=1.Cl[C:16]1[N:21]=[C:20]([NH:22][C:23]2[C:28]([O:29][CH2:30][CH2:31][O:32]C3CCCCO3)=[CH:27][CH:26]=[CH:25][C:24]=2[F:39])[C:19]([Cl:40])=[CH:18][N:17]=1.C12(CS(O)(=O)=O)C(C)(C)C(CC1)CC2=O, predict the reaction product.